From a dataset of Full USPTO retrosynthesis dataset with 1.9M reactions from patents (1976-2016). Predict the reactants needed to synthesize the given product. (1) Given the product [NH2:7][C:8]1[CH:13]=[CH:12][C:11]([C:14]2[S:15][CH:16]=[CH:17][CH:18]=2)=[CH:10][C:9]=1[NH:19][C:20]([C:22]1[S:26][C:25]2[CH:27]=[C:28]([CH:31]([C:33](=[O:35])[NH2:34])[F:32])[CH:29]=[CH:30][C:24]=2[CH:23]=1)=[O:21], predict the reactants needed to synthesize it. The reactants are: C(OC(=O)[NH:7][C:8]1[CH:13]=[CH:12][C:11]([C:14]2[S:15][CH:16]=[CH:17][CH:18]=2)=[CH:10][C:9]=1[NH:19][C:20]([C:22]1[S:26][C:25]2[CH:27]=[C:28]([CH:31]([C:33](=[O:35])[NH2:34])[F:32])[CH:29]=[CH:30][C:24]=2[CH:23]=1)=[O:21])(C)(C)C.FC(F)(F)C(O)=O. (2) Given the product [CH3:1][C:2]([CH3:9])([CH2:6][CH:7]=[CH2:8])[C:3]([O:5][CH2:22][C:21]1[CH:24]=[CH:25][C:18]([O:17][CH3:16])=[CH:19][CH:20]=1)=[O:4], predict the reactants needed to synthesize it. The reactants are: [CH3:1][C:2]([CH3:9])([CH2:6][CH:7]=[CH2:8])[C:3]([OH:5])=[O:4].CC(C)([O-])C.[K+].[CH3:16][O:17][C:18]1[CH:25]=[CH:24][C:21]([CH2:22]Cl)=[CH:20][CH:19]=1.